This data is from Full USPTO retrosynthesis dataset with 1.9M reactions from patents (1976-2016). The task is: Predict the reactants needed to synthesize the given product. (1) Given the product [CH2:1]([O:4][C:5]1[CH:10]=[CH:9][C:8]([C@@H:11]([N:13]2[CH2:18][C@@H:17]3[CH2:19][C@H:14]2[CH2:15][NH:16]3)[CH3:12])=[C:7]([CH3:27])[C:6]=1[CH3:28])[CH:2]=[CH2:3], predict the reactants needed to synthesize it. The reactants are: [CH2:1]([O:4][C:5]1[CH:10]=[CH:9][C:8]([C@@H:11]([N:13]2[CH2:18][C@@H:17]3[CH2:19][C@H:14]2[CH2:15][N:16]3C(OC(C)(C)C)=O)[CH3:12])=[C:7]([CH3:27])[C:6]=1[CH3:28])[CH:2]=[CH2:3].Cl. (2) Given the product [F:35][C:31]1[CH:30]=[C:26]([CH:34]=[CH:33][CH:32]=1)[CH2:25][N:3]1[C:4]2=[CH:5][C:6]3[CH2:12][CH2:11][N:10]([C:13]([O:15][C:16]([CH3:19])([CH3:18])[CH3:17])=[O:14])[CH2:9][CH2:8][C:7]=3[CH:20]=[C:21]2[O:22][CH2:23][C:2]1=[O:1], predict the reactants needed to synthesize it. The reactants are: [O:1]=[C:2]1[CH2:23][O:22][C:21]2[C:4](=[CH:5][C:6]3[CH2:12][CH2:11][N:10]([C:13]([O:15][C:16]([CH3:19])([CH3:18])[CH3:17])=[O:14])[CH2:9][CH2:8][C:7]=3[CH:20]=2)[NH:3]1.Br[CH2:25][C:26]1([CH:34]=[CH:33][CH:32]=[C:31]([F:35])[CH2:30]1)C([O-])=O.C(=O)([O-])[O-].[Cs+].[Cs+].O. (3) Given the product [ClH:1].[CH2:7]([NH:11][C:12]1[N:17]=[C:16]([NH:18][CH3:19])[N:15]=[C:14]([NH:20][CH2:21][CH2:22][CH3:23])[N:13]=1)[CH2:8][C:9]#[CH:10], predict the reactants needed to synthesize it. The reactants are: [ClH:1].C(OCC)C.[CH2:7]([NH:11][C:12]1[N:17]=[C:16]([NH:18][CH3:19])[N:15]=[C:14]([NH:20][CH2:21][CH2:22][CH3:23])[N:13]=1)[CH2:8][C:9]#[CH:10]. (4) Given the product [CH3:34][C:33]1[O:10][C@H:11]([C:12]2[CH:17]=[CH:16][CH:15]=[CH:14][CH:13]=2)[C:7]([C:19]2[CH:24]=[CH:23][CH:22]=[CH:21][CH:20]=2)([C:1]2[CH:6]=[CH:5][CH:4]=[CH:3][CH:2]=2)[N:35]=1, predict the reactants needed to synthesize it. The reactants are: [C:1]1([C:7]2([C:19]3[CH:24]=[CH:23][CH:22]=[CH:21][CH:20]=3)[C@@H:11]([C:12]3[CH:17]=[CH:16][CH:15]=[CH:14][CH:13]=3)[O:10]S(=O)O2)[CH:6]=[CH:5][CH:4]=[CH:3][CH:2]=1.FC(F)(F)S(O)(=O)=O.[C:33](#[N:35])[CH3:34].